This data is from Forward reaction prediction with 1.9M reactions from USPTO patents (1976-2016). The task is: Predict the product of the given reaction. (1) Given the reactants [C:1]1([OH:11])[C:10]2[C:5](=[CH:6][CH:7]=[CH:8][CH:9]=2)[CH:4]=[CH:3][CH:2]=1.Br[CH2:13][CH2:14][CH3:15], predict the reaction product. The product is: [CH2:13]([O:11][C:1]1[C:10]2[C:5](=[CH:6][CH:7]=[CH:8][CH:9]=2)[CH:4]=[CH:3][CH:2]=1)[CH2:14][CH3:15]. (2) Given the reactants [C:1]1(C2C=CC=CC=2)[CH:6]=[CH:5][C:4]([CH2:7][C:8]([NH:10][CH2:11][CH2:12][C:13]2[CH:18]=[CH:17][C:16]([O:19][CH2:20][C:21]3[CH:26]=[CH:25][CH:24]=[CH:23][CH:22]=3)=[C:15]([O:27][CH2:28]C3C=CC=CC=3)[CH:14]=2)=O)=[CH:3][CH:2]=1.P(Cl)(Cl)([Cl:43])=O.[BH4-].[Na+], predict the reaction product. The product is: [ClH:43].[CH2:28]([O:27][C:15]1[CH:14]=[C:13]2[C:18](=[CH:17][C:16]=1[O:19][CH2:20][C:21]1[CH:26]=[CH:25][CH:24]=[CH:23][CH:22]=1)[CH:8]([CH2:7][C:4]1[CH:5]=[CH:6][C:1]([C:13]3[CH:18]=[CH:17][CH:16]=[CH:15][CH:14]=3)=[CH:2][CH:3]=1)[NH:10][CH2:11][CH2:12]2)[C:1]1[CH:6]=[CH:5][CH:4]=[CH:3][CH:2]=1. (3) Given the reactants CN(C)C=O.[Cl-].[Al+3].[Cl-].[Cl-].[OH:10][C:11]1[S:12][C:13]2[CH:19]=[CH:18][CH:17]=[CH:16][C:14]=2[N:15]=1.[Cl:20][CH2:21][CH2:22][C:23](Cl)=[O:24], predict the reaction product. The product is: [Cl:20][CH2:21][CH2:22][C:23]([C:18]1[CH:17]=[CH:16][C:14]2[NH:15][C:11](=[O:10])[S:12][C:13]=2[CH:19]=1)=[O:24]. (4) Given the reactants [N:1]1([C:8]2[C:9]([C:25]3[CH:30]=[CH:29][C:28]([F:31])=[CH:27][CH:26]=3)=[N:10][C:11]3[C:16]([N:17]=2)=[CH:15][C:14]([C:18]([O:20]CCCC)=[O:19])=[CH:13][CH:12]=3)[CH2:7][CH2:6][CH2:5][CH2:4][CH2:3][CH2:2]1.CO.[OH-].[Na+], predict the reaction product. The product is: [N:1]1([C:8]2[C:9]([C:25]3[CH:26]=[CH:27][C:28]([F:31])=[CH:29][CH:30]=3)=[N:10][C:11]3[C:16]([N:17]=2)=[CH:15][C:14]([C:18]([OH:20])=[O:19])=[CH:13][CH:12]=3)[CH2:2][CH2:3][CH2:4][CH2:5][CH2:6][CH2:7]1. (5) Given the reactants [OH:1][C:2]1[CH:7]=[CH:6][C:5]([S:8][CH2:9][CH2:10][CH2:11][C:12]([OH:14])=O)=[CH:4][CH:3]=1.[CH3:15][NH:16][CH2:17][C:18]1[CH:23]=[CH:22][CH:21]=[CH:20][C:19]=1[O:24][CH:25]1[CH2:30][CH2:29][N:28]([CH3:31])[CH2:27][CH2:26]1, predict the reaction product. The product is: [OH:1][C:2]1[CH:3]=[CH:4][C:5]([S:8][CH2:9][CH2:10][CH2:11][C:12]([N:16]([CH3:15])[CH2:17][C:18]2[CH:23]=[CH:22][CH:21]=[CH:20][C:19]=2[O:24][CH:25]2[CH2:30][CH2:29][N:28]([CH3:31])[CH2:27][CH2:26]2)=[O:14])=[CH:6][CH:7]=1.